The task is: Predict the reactants needed to synthesize the given product.. This data is from Full USPTO retrosynthesis dataset with 1.9M reactions from patents (1976-2016). (1) Given the product [CH3:2][O:3][CH:4]=[CH:47][CH2:46][CH2:45][C@H:42]1[CH2:43][CH2:44][C@H:39]([C@H:36]2[CH2:37][CH2:38][C@H:33]([CH2:30][CH2:31][CH3:32])[CH2:34][CH2:35]2)[CH2:40][CH2:41]1, predict the reactants needed to synthesize it. The reactants are: [Cl-].[CH3:2][O:3][CH2:4][P+](C1C=CC=CC=1)(C1C=CC=CC=1)C1C=CC=CC=1.CC([O-])(C)C.[K+].[CH2:30]([C@H:33]1[CH2:38][CH2:37][C@H:36]([C@H:39]2[CH2:44][CH2:43][C@H:42]([CH2:45][CH2:46][CH:47]=O)[CH2:41][CH2:40]2)[CH2:35][CH2:34]1)[CH2:31][CH3:32]. (2) Given the product [CH3:1][O:2][C:3]([C:5]1[N:6]([CH2:17][CH2:18][CH2:19][C:20]([O:22][CH2:23][CH3:24])=[O:21])[N:7]=[C:8]([C:10]2[CH:15]=[CH:14][CH:13]=[CH:12][CH:11]=2)[CH:9]=1)=[O:4], predict the reactants needed to synthesize it. The reactants are: [CH3:1][O:2][C:3]([C:5]1[NH:6][N:7]=[C:8]([C:10]2[CH:15]=[CH:14][CH:13]=[CH:12][CH:11]=2)[CH:9]=1)=[O:4].Br[CH2:17][CH2:18][CH2:19][C:20]([O:22][CH2:23][CH3:24])=[O:21].C(=O)([O-])[O-].[K+].[K+]. (3) Given the product [CH2:11]=[C:10]([C:8]1[CH:7]=[N:6][CH:5]=[C:4]([CH:9]=1)[CH:3]=[O:2])[CH3:12], predict the reactants needed to synthesize it. The reactants are: C[O:2][CH:3](OC)[C:4]1[CH:5]=[N:6][CH:7]=[C:8]([C:10]([CH3:12])=[CH2:11])[CH:9]=1.C(O)(C(F)(F)F)=O. (4) Given the product [CH3:20][C@:17]12[C@@:16]3([CH3:21])[C@@H:7]([C@:8]4([CH3:34])[C@@H:13]([CH2:14][CH2:15]3)[C:12]([CH3:22])([CH3:23])[C:11]([C:24]3[CH:25]=[CH:26][C:27]([C:28]([OH:30])=[O:29])=[CH:32][CH:33]=3)=[CH:10][CH2:9]4)[CH2:6][CH2:5][C@@H:4]1[C@H:3]1[C@H:35]([C:38]([CH3:40])=[CH2:39])[CH2:36][CH2:37][C@:2]1([NH:1][C:94](=[O:95])[CH2:93][N:87]1[CH2:92][CH2:91][O:90][CH2:89][CH2:88]1)[CH2:19][CH2:18]2, predict the reactants needed to synthesize it. The reactants are: [NH2:1][C@:2]12[CH2:37][CH2:36][C@@H:35]([C:38]([CH3:40])=[CH2:39])[C@@H:3]1[C@@H:4]1[C@@:17]([CH3:20])([CH2:18][CH2:19]2)[C@@:16]2([CH3:21])[C@@H:7]([C@:8]3([CH3:34])[C@@H:13]([CH2:14][CH2:15]2)[C:12]([CH3:23])([CH3:22])[C:11]([C:24]2[CH:33]=[CH:32][C:27]([C:28]([O:30]C)=[O:29])=[CH:26][CH:25]=2)=[CH:10][CH2:9]3)[CH2:6][CH2:5]1.CN(C)CCC(N[C@]12CC[C@@H](C(C)=C)[C@@H]1[C@@H]1[C@@](C)(CC2)[C@@]2(C)[C@@H]([C@]3(C)[C@@H](CC2)C(C)(C)C(C2C=CC(C(O)=O)=CC=2)=CC3)CC1)=O.[N:87]1([CH2:93][C:94](O)=[O:95])[CH2:92][CH2:91][O:90][CH2:89][CH2:88]1.